This data is from Full USPTO retrosynthesis dataset with 1.9M reactions from patents (1976-2016). The task is: Predict the reactants needed to synthesize the given product. (1) Given the product [C:31]([O:30][C:28]([N:19]([CH2:20][O:21][CH2:22][CH2:23][Si:24]([CH3:27])([CH3:26])[CH3:25])[C:10]1[S:11][C@:12]2([C:15]([O:17][CH3:18])=[O:16])[C@H:14]([C@:8]([C:6]3[CH:7]=[C:2]([NH:1][C:77](=[O:78])[C:50]4[CH:51]=[CH:52][C:53]([Cl:81])=[CH:54][N:55]=4)[CH:3]=[C:4]([C:37]([O:39][CH3:40])=[O:38])[C:5]=3[F:36])([CH3:35])[N:9]=1)[CH2:13]2)=[O:29])([CH3:34])([CH3:32])[CH3:33], predict the reactants needed to synthesize it. The reactants are: [NH2:1][C:2]1[CH:3]=[C:4]([C:37]([O:39][CH3:40])=[O:38])[C:5]([F:36])=[C:6]([C@:8]2([CH3:35])[C@H:14]3[C@:12]([C:15]([O:17][CH3:18])=[O:16])([CH2:13]3)[S:11][C:10]([N:19]([C:28]([O:30][C:31]([CH3:34])([CH3:33])[CH3:32])=[O:29])[CH2:20][O:21][CH2:22][CH2:23][Si:24]([CH3:27])([CH3:26])[CH3:25])=[N:9]2)[CH:7]=1.CN(C(ON1N=N[C:51]2[CH:52]=[CH:53][CH:54]=[N:55][C:50]1=2)=[N+](C)C)C.F[P-](F)(F)(F)(F)F.C(N(C(C)C)CC)(C)C.CCO[C:77](C)=[O:78].C(Cl)[Cl:81]. (2) Given the product [CH3:4][CH:3]([CH3:5])[C@H:2]([NH:1][C:14](=[O:15])[C:10]1[S:9][CH:13]=[CH:12][CH:11]=1)[C:6]([OH:8])=[O:7], predict the reactants needed to synthesize it. The reactants are: [NH2:1][C@H:2]([C:6]([OH:8])=[O:7])[CH:3]([CH3:5])[CH3:4].[S:9]1[CH:13]=[CH:12][CH:11]=[C:10]1[C:14](Cl)=[O:15].Cl.